This data is from Catalyst prediction with 721,799 reactions and 888 catalyst types from USPTO. The task is: Predict which catalyst facilitates the given reaction. Reactant: [NH2:1][C:2]1[C:35]([NH2:36])=[CH:34][CH:33]=[CH:32][C:3]=1[O:4][CH2:5][CH:6]([OH:31])[CH2:7][NH:8][CH2:9][CH2:10][C:11]1[CH:16]=[CH:15][C:14]([S:17][CH2:18][C:19]2[O:23][N:22]=[C:21]([C:24]3[CH:29]=[CH:28][C:27]([CH3:30])=[CH:26][CH:25]=3)[N:20]=2)=[CH:13][CH:12]=1.[N:37]([O-])=O.[Na+]. Product: [NH:36]1[C:35]2[CH:34]=[CH:33][CH:32]=[C:3]([O:4][CH2:5][C@@H:6]([OH:31])[CH2:7][NH:8][CH2:9][CH2:10][C:11]3[CH:16]=[CH:15][C:14]([S:17][CH2:18][C:19]4[O:23][N:22]=[C:21]([C:24]5[CH:25]=[CH:26][C:27]([CH3:30])=[CH:28][CH:29]=5)[N:20]=4)=[CH:13][CH:12]=3)[C:2]=2[N:1]=[N:37]1. The catalyst class is: 86.